From a dataset of Forward reaction prediction with 1.9M reactions from USPTO patents (1976-2016). Predict the product of the given reaction. (1) Given the reactants [C:1]([OH:15])(=[O:14])[CH2:2][CH2:3][NH:4][C:5](=[O:13])[C@H:6]([C:8]([CH2:11][OH:12])([CH3:10])[CH3:9])[OH:7].[Ca:16].C(=O)([O-])[O-].[Ca+2], predict the reaction product. The product is: [C:1]([O-:15])(=[O:14])[CH2:2][CH2:3][NH:4][C:5](=[O:13])[C@H:6]([C:8]([CH2:11][OH:12])([CH3:10])[CH3:9])[OH:7].[Ca+2:16].[C:1]([O-:15])(=[O:14])[CH2:2][CH2:3][NH:4][C:5](=[O:13])[C@H:6]([C:8]([CH2:11][OH:12])([CH3:10])[CH3:9])[OH:7]. (2) Given the reactants [S:1]1[C:5]2[CH:6]=[CH:7][CH:8]=[CH:9][C:4]=2[N:3]=[C:2]1[C:10]([C:12]1[CH:17]=[CH:16][CH:15]=[CH:14][C:13]=1[OH:18])=O.C(=O)([O-])[O-].[K+].[K+].Br[CH:26](C(OCC)=O)[C:27]([O:29][CH2:30][CH3:31])=[O:28].O, predict the reaction product. The product is: [S:1]1[C:5]2[CH:6]=[CH:7][CH:8]=[CH:9][C:4]=2[N:3]=[C:2]1[C:10]1[C:12]2[CH:17]=[CH:16][CH:15]=[CH:14][C:13]=2[O:18][C:26]=1[C:27]([O:29][CH2:30][CH3:31])=[O:28]. (3) The product is: [Cl:1][C:2]1[CH:7]=[CH:6][CH:5]=[C:4]([Cl:8])[C:3]=1[C:15]1[CH:14]=[C:13]([F:12])[CH:18]=[CH:17][C:16]=1[O:22][CH3:23]. Given the reactants [Cl:1][C:2]1[CH:7]=[CH:6][CH:5]=[C:4]([Cl:8])[C:3]=1Br.[OH-].[Na+].[F:12][C:13]1[CH:14]=[CH:15][C:16]([O:22][CH3:23])=[C:17](B(O)O)[CH:18]=1, predict the reaction product. (4) Given the reactants C(OC(=O)C)(=[O:3])C.[CH3:8][O:9][C:10]1[CH:15]=[CH:14][N+:13]([O-])=[CH:12][CH:11]=1, predict the reaction product. The product is: [CH3:8][O:9][C:10]1[CH:15]=[CH:14][NH:13][C:12](=[O:3])[CH:11]=1. (5) Given the reactants [CH3:1][C:2]1[CH:11]=[CH:10][C:9]2[C:4](=[CH:5][CH:6]=[CH:7][C:8]=2[N:12]2[CH2:17][CH2:16][NH:15][C@@H:14]([CH3:18])[CH2:13]2)[N:3]=1.[Cl:19][CH2:20][CH2:21][C:22]1[CH:23]=[C:24](F)[C:25]2[O:30][CH2:29][C:28](=[O:31])[NH:27][C:26]=2[CH:32]=1, predict the reaction product. The product is: [ClH:19].[CH3:18][C@H:14]1[CH2:13][N:12]([C:8]2[CH:7]=[CH:6][CH:5]=[C:4]3[C:9]=2[CH:10]=[CH:11][C:2]([CH3:1])=[N:3]3)[CH2:17][CH2:16][N:15]1[CH2:20][CH2:21][C:22]1[CH:23]=[CH:24][C:25]2[O:30][CH2:29][C:28](=[O:31])[NH:27][C:26]=2[CH:32]=1.